From a dataset of Peptide-MHC class II binding affinity with 134,281 pairs from IEDB. Regression. Given a peptide amino acid sequence and an MHC pseudo amino acid sequence, predict their binding affinity value. This is MHC class II binding data. The peptide sequence is LVGPTPVNIIGRNMLTQIGC. The MHC is HLA-DQA10501-DQB10201 with pseudo-sequence HLA-DQA10501-DQB10201. The binding affinity (normalized) is 0.0794.